This data is from Forward reaction prediction with 1.9M reactions from USPTO patents (1976-2016). The task is: Predict the product of the given reaction. (1) Given the reactants [Br:1][C:2]1[CH:3]=[N:4][C:5]2[N:6]([N:8]=[C:9]([C:11]([OH:13])=O)[CH:10]=2)[CH:7]=1.[CH3:14][CH:15]1[C:24]2[C:19](=[C:20]([C:25]3[C:26]([CH3:30])=[N:27][NH:28][CH:29]=3)[CH:21]=[CH:22][CH:23]=2)[CH2:18][CH2:17][NH:16]1, predict the reaction product. The product is: [Br:1][C:2]1[CH:3]=[N:4][C:5]2[N:6]([N:8]=[C:9]([C:11]([N:16]3[CH2:17][CH2:18][C:19]4[C:24](=[CH:23][CH:22]=[CH:21][C:20]=4[C:25]4[C:26]([CH3:30])=[N:27][NH:28][CH:29]=4)[CH:15]3[CH3:14])=[O:13])[CH:10]=2)[CH:7]=1. (2) Given the reactants [CH2:1]([O:5][C:6](Cl)=[O:7])[CH2:2][CH2:3][CH3:4].C1C=CC2N(O)N=NC=2C=1.CCN(C(C)C)C(C)C.[Cl-].[C:29]([O:33][C:34]([CH2:36][N:37]1[C:41]2[CH:42]=[CH:43][CH:44]=[CH:45][C:40]=2[N:39]=[C:38]1[S:46][CH2:47][CH2:48][NH3+:49])=[O:35])([CH3:32])([CH3:31])[CH3:30], predict the reaction product. The product is: [C:29]([O:33][C:34](=[O:35])[CH2:36][N:37]1[C:41]2[CH:42]=[CH:43][CH:44]=[CH:45][C:40]=2[N:39]=[C:38]1[S:46][CH2:47][CH2:48][NH:49][C:6]([O:5][CH2:1][CH2:2][CH2:3][CH3:4])=[O:7])([CH3:32])([CH3:30])[CH3:31]. (3) Given the reactants [F:1][C:2]1[CH:7]=[C:6]([I:8])[CH:5]=[CH:4][C:3]=1[NH:9][C:10]1[N:15]([CH3:16])[C:14](=[O:17])[C:13]2[CH:18]=[C:19]([CH3:21])[O:20][C:12]=2[C:11]=1[C:22]([NH:24][O:25][CH2:26][CH2:27][O:28]C=C)=[O:23].Cl, predict the reaction product. The product is: [F:1][C:2]1[CH:7]=[C:6]([I:8])[CH:5]=[CH:4][C:3]=1[NH:9][C:10]1[N:15]([CH3:16])[C:14](=[O:17])[C:13]2[CH:18]=[C:19]([CH3:21])[O:20][C:12]=2[C:11]=1[C:22]([NH:24][O:25][CH2:26][CH2:27][OH:28])=[O:23]. (4) Given the reactants C[O:2][C:3]1[C:8]2[NH:9][C:10]([C:12]3[S:13][CH:14]=[CH:15][CH:16]=3)=[N:11][C:7]=2[C:6]([C:17]([NH:19][CH2:20][CH:21]2[CH2:26][CH2:25][N:24](C(OC(C)(C)C)=O)[CH2:23][CH2:22]2)=[O:18])=[CH:5][CH:4]=1.B(Br)(Br)Br, predict the reaction product. The product is: [OH:2][C:3]1[C:8]2[NH:9][C:10]([C:12]3[S:13][CH:14]=[CH:15][CH:16]=3)=[N:11][C:7]=2[C:6]([C:17]([NH:19][CH2:20][CH:21]2[CH2:26][CH2:25][NH:24][CH2:23][CH2:22]2)=[O:18])=[CH:5][CH:4]=1. (5) The product is: [Br:22][C:23]1[CH:24]=[C:25]([CH:28]=[CH:29][CH:30]=1)[CH2:26][N:14]1[CH2:15][C:12]2([CH2:16][C:9]([N:6]3[CH2:5][CH2:4][C:3]([CH3:2])([C:17]([OH:19])=[O:18])[CH2:8][CH2:7]3)=[N:10][O:11]2)[CH2:13]1. Given the reactants Cl.[CH3:2][C:3]1([C:17]([O:19]CC)=[O:18])[CH2:8][CH2:7][N:6]([C:9]2[CH2:16][C:12]3([CH2:15][NH:14][CH2:13]3)[O:11][N:10]=2)[CH2:5][CH2:4]1.[Br:22][C:23]1[CH:24]=[C:25]([CH:28]=[CH:29][CH:30]=1)[CH:26]=O, predict the reaction product. (6) Given the reactants [CH2:1]([C@H:8]1[CH2:12][O:11][C:10](=[O:13])[NH:9]1)[C:2]1[CH:7]=[CH:6][CH:5]=[CH:4][CH:3]=1.[Li]CCCC.CCCCCC.[C:25](Cl)(=[O:31])[CH2:26][CH2:27][CH2:28][CH2:29][CH3:30], predict the reaction product. The product is: [C:25]([N:9]1[C@@H:8]([CH2:1][C:2]2[CH:3]=[CH:4][CH:5]=[CH:6][CH:7]=2)[CH2:12][O:11][C:10]1=[O:13])(=[O:31])[CH2:26][CH2:27][CH2:28][CH2:29][CH3:30].